This data is from Full USPTO retrosynthesis dataset with 1.9M reactions from patents (1976-2016). The task is: Predict the reactants needed to synthesize the given product. (1) The reactants are: [Cl:1][C:2]1[N:7]=[C:6]([N:8](C(OC(C)(C)C)=O)[N:9](C(OC(C)(C)C)=O)C(OC(C)(C)C)=O)[C:5]([F:31])=[C:4]([N:32]2[CH2:37][CH:36]3[C:34]([N:38]([CH3:40])[CH3:39])([CH2:35]3)[CH2:33]2)[N:3]=1.Cl. Given the product [Cl:1][C:2]1[N:3]=[C:4]([N:32]2[CH2:37][CH:36]3[C:34]([N:38]([CH3:40])[CH3:39])([CH2:35]3)[CH2:33]2)[C:5]([F:31])=[C:6]([NH:8][NH2:9])[N:7]=1, predict the reactants needed to synthesize it. (2) Given the product [NH2:32][C:26]1([CH2:25][NH:24][C:2]2[C:11]3[C:6](=[CH:7][CH:8]=[CH:9][CH:10]=3)[N:5]=[CH:4][C:3]=2[N+:12]([O-:14])=[O:13])[CH2:31][CH2:30][CH2:29][CH2:28][CH2:27]1, predict the reactants needed to synthesize it. The reactants are: Cl[C:2]1[C:11]2[C:6](=[CH:7][CH:8]=[CH:9][CH:10]=2)[N:5]=[CH:4][C:3]=1[N+:12]([O-:14])=[O:13].C(N(CC)CC)C.Cl.Cl.[NH2:24][CH2:25][C:26]1([NH2:32])[CH2:31][CH2:30][CH2:29][CH2:28][CH2:27]1. (3) Given the product [CH3:1][CH:2]1[CH:3]([C:9]2[N:13]([CH3:14])[N:12]=[CH:11][C:10]=2[N+:15]([O-:17])=[O:16])[O:4][CH2:5][C:6]2([CH3:8])[CH:7]1[O:26]2, predict the reactants needed to synthesize it. The reactants are: [CH3:1][CH:2]1[CH:7]=[C:6]([CH3:8])[CH2:5][O:4][CH:3]1[C:9]1[N:13]([CH3:14])[N:12]=[CH:11][C:10]=1[N+:15]([O-:17])=[O:16].C1C=C(Cl)C=C(C(OO)=[O:26])C=1. (4) Given the product [CH3:32][NH:33][C:2]1[N:7]=[CH:6][N:5]=[C:4]([O:8][C:9]2[CH:14]=[CH:13][C:12]([NH:15][C:16](=[O:31])[NH:17][C:18]3[CH:19]=[C:20]([CH:24]=[C:25]([C:27]([F:30])([F:29])[F:28])[CH:26]=3)[C:21]([NH2:23])=[O:22])=[CH:11][CH:10]=2)[CH:3]=1, predict the reactants needed to synthesize it. The reactants are: Cl[C:2]1[N:7]=[CH:6][N:5]=[C:4]([O:8][C:9]2[CH:14]=[CH:13][C:12]([NH:15][C:16](=[O:31])[NH:17][C:18]3[CH:19]=[C:20]([CH:24]=[C:25]([C:27]([F:30])([F:29])[F:28])[CH:26]=3)[C:21]([NH2:23])=[O:22])=[CH:11][CH:10]=2)[CH:3]=1.[CH3:32][NH2:33]. (5) Given the product [NH2:1][C:3]1[C:8]([F:9])=[CH:7][C:6]([F:10])=[CH:5][N:4]=1, predict the reactants needed to synthesize it. The reactants are: [NH:1]([C:3]1[C:8]([F:9])=[CH:7][C:6]([F:10])=[CH:5][N:4]=1)N. (6) Given the product [CH2:1]([N:8]1[C:16]2[C:11](=[CH:12][C:13]([NH:17][C:18]3[N:26]=[CH:25][C:24]([O:37][CH3:35])=[CH:23][C:19]=3[C:20]([OH:22])=[O:21])=[CH:14][CH:15]=2)[CH:10]=[CH:9]1)[C:2]1[CH:7]=[CH:6][CH:5]=[CH:4][CH:3]=1, predict the reactants needed to synthesize it. The reactants are: [CH2:1]([N:8]1[C:16]2[C:11](=[CH:12][C:13]([NH:17][C:18]3[N:26]=[CH:25][C:24](Br)=[CH:23][C:19]=3[C:20]([OH:22])=[O:21])=[CH:14][CH:15]=2)[CH:10]=[CH:9]1)[C:2]1[CH:7]=[CH:6][CH:5]=[CH:4][CH:3]=1.C[O-].[Na+].CO.CN(C)[C:35](=[O:37])C.Cl. (7) The reactants are: [CH3:1][O:2][C:3]1[C:4]([N+:21]([O-:23])=[O:22])=[C:5]([CH:18]=[CH:19][CH:20]=1)[CH:6]=[C:7]([C:13]([O:15][CH2:16][CH3:17])=[O:14])[C:8]([O:10][CH2:11][CH3:12])=[O:9].COC1C([N+]([O-])=O)=C(C=CC=1)C=O.CO[CH2:39][N:40]([CH2:46][C:47]1[CH:52]=[CH:51][CH:50]=[CH:49][CH:48]=1)[CH2:41][Si](C)(C)C.FC(F)(F)C(O)=O. Given the product [CH2:46]([N:40]1[CH2:41][CH:6]([C:5]2[CH:18]=[CH:19][CH:20]=[C:3]([O:2][CH3:1])[C:4]=2[N+:21]([O-:23])=[O:22])[C:7]([C:8]([O:10][CH2:11][CH3:12])=[O:9])([C:13]([O:15][CH2:16][CH3:17])=[O:14])[CH2:39]1)[C:47]1[CH:52]=[CH:51][CH:50]=[CH:49][CH:48]=1, predict the reactants needed to synthesize it.